This data is from Reaction yield outcomes from USPTO patents with 853,638 reactions. The task is: Predict the reaction yield, written as a fraction of the theoretical maximum amount of product (1.0 means a 100% yield; for example, 0.34 means a 34% yield). The reactants are [CH3:1][O:2][C:3]1[CH:4]=[C:5]([N:12]2[CH2:17][CH2:16][C:15](=O)[CH2:14][CH2:13]2)[CH:6]=[CH:7][C:8]=1[N+:9]([O-:11])=[O:10].[CH:19]1([NH2:22])[CH2:21][CH2:20]1.C(O[BH-](OC(=O)C)OC(=O)C)(=O)C.[Na+].C1COCC1. The catalyst is ClCCCl. The product is [CH:19]1([NH:22][CH:15]2[CH2:16][CH2:17][N:12]([C:5]3[CH:6]=[CH:7][C:8]([N+:9]([O-:11])=[O:10])=[C:3]([O:2][CH3:1])[CH:4]=3)[CH2:13][CH2:14]2)[CH2:21][CH2:20]1. The yield is 0.930.